From a dataset of Reaction yield outcomes from USPTO patents with 853,638 reactions. Predict the reaction yield, written as a fraction of the theoretical maximum amount of product (1.0 means a 100% yield; for example, 0.34 means a 34% yield). The reactants are [Br:1][C:2]1[CH:3]=[C:4]2[N:10]=[C:9]([NH:11]C(=O)C3C=CC=CC=3)[S:8][C:5]2=[N:6][CH:7]=1.[OH-].[Na+]. The catalyst is OS(O)(=O)=O. The product is [Br:1][C:2]1[CH:3]=[C:4]2[N:10]=[C:9]([NH2:11])[S:8][C:5]2=[N:6][CH:7]=1. The yield is 0.980.